Dataset: Full USPTO retrosynthesis dataset with 1.9M reactions from patents (1976-2016). Task: Predict the reactants needed to synthesize the given product. The reactants are: [Br:1][C:2]([CH3:21])([CH3:20])[C:3]([O:5][CH2:6][C:7]([CH2:12][O:13][C:14](=[O:19])[C:15]([Br:18])([CH3:17])[CH3:16])([CH3:11])[C:8]([OH:10])=[O:9])=[O:4].[CH2:22](O)[CH2:23][OH:24].C1(C)C=CC(S([O-])(=O)=O)=CC=1.C[N+]1(C)C=CC=CC1.C(N=C=NC(C)C)(C)C. Given the product [Br:1][C:2]([CH3:21])([CH3:20])[C:3]([O:5][CH2:6][C:7]([CH2:12][O:13][C:14](=[O:19])[C:15]([Br:18])([CH3:16])[CH3:17])([CH3:11])[C:8]([O:10][CH2:22][CH2:23][OH:24])=[O:9])=[O:4], predict the reactants needed to synthesize it.